From a dataset of Peptide-MHC class I binding affinity with 185,985 pairs from IEDB/IMGT. Regression. Given a peptide amino acid sequence and an MHC pseudo amino acid sequence, predict their binding affinity value. This is MHC class I binding data. (1) The peptide sequence is SLWAWVLLF. The MHC is HLA-A69:01 with pseudo-sequence HLA-A69:01. The binding affinity (normalized) is 0.0847. (2) The peptide sequence is KVVPRRKAK. The MHC is HLA-A29:02 with pseudo-sequence HLA-A29:02. The binding affinity (normalized) is 0.0847. (3) The peptide sequence is DLTDYLMKI. The MHC is HLA-A02:06 with pseudo-sequence HLA-A02:06. The binding affinity (normalized) is 0.295. (4) The peptide sequence is SFYGYGFNV. The MHC is HLA-A02:19 with pseudo-sequence HLA-A02:19. The binding affinity (normalized) is 0.228. (5) The peptide sequence is RIRTWKSLVK. The MHC is HLA-A33:01 with pseudo-sequence HLA-A33:01. The binding affinity (normalized) is 0. (6) The peptide sequence is SFGAGTLAK. The MHC is HLA-A01:01 with pseudo-sequence HLA-A01:01. The binding affinity (normalized) is 0.0847. (7) The MHC is HLA-B15:09 with pseudo-sequence HLA-B15:09. The peptide sequence is GQRVYSWVY. The binding affinity (normalized) is 0.0847. (8) The peptide sequence is FLPSDYFPSV. The MHC is Patr-A0701 with pseudo-sequence Patr-A0701. The binding affinity (normalized) is 0.370. (9) The peptide sequence is RFNVAITRAK. The MHC is HLA-A03:01 with pseudo-sequence HLA-A03:01. The binding affinity (normalized) is 0.527. (10) The peptide sequence is FSTPEEKF. The MHC is Mamu-B03 with pseudo-sequence Mamu-B03. The binding affinity (normalized) is 0.